Dataset: Catalyst prediction with 721,799 reactions and 888 catalyst types from USPTO. Task: Predict which catalyst facilitates the given reaction. Reactant: [NH2:1][C:2]1[C:11]([C:12]([O:14]CC)=[O:13])=[CH:10][C:9]2[C:4](=[CH:5][CH:6]=[CH:7][CH:8]=2)[N:3]=1.Cl. Product: [NH2:1][C:2]1[C:11]([C:12]([OH:14])=[O:13])=[CH:10][C:9]2[C:4](=[CH:5][CH:6]=[CH:7][CH:8]=2)[N:3]=1. The catalyst class is: 702.